Dataset: Full USPTO retrosynthesis dataset with 1.9M reactions from patents (1976-2016). Task: Predict the reactants needed to synthesize the given product. Given the product [Br:1][C:2]1[CH:11]=[C:10]2[C:5]([CH:6]=[C:7]([N:27]3[CH2:26][CH2:25][N:24]([CH2:23][CH2:22][CH2:21][CH2:20][N:14]4[CH2:15][CH2:16][CH2:17][CH2:18][CH2:19]4)[CH2:29][CH2:28]3)[NH:8][C:9]2=[O:12])=[CH:4][CH:3]=1, predict the reactants needed to synthesize it. The reactants are: [Br:1][C:2]1[CH:11]=[C:10]2[C:5]([CH:6]=[C:7](Cl)[NH:8][C:9]2=[O:12])=[CH:4][CH:3]=1.[N:14]1([CH2:20][CH2:21][CH2:22][CH2:23][N:24]2[CH2:29][CH2:28][NH:27][CH2:26][CH2:25]2)[CH2:19][CH2:18][CH2:17][CH2:16][CH2:15]1.